This data is from Peptide-MHC class II binding affinity with 134,281 pairs from IEDB. The task is: Regression. Given a peptide amino acid sequence and an MHC pseudo amino acid sequence, predict their binding affinity value. This is MHC class II binding data. (1) The peptide sequence is KTLILLETFVRVNPD. The MHC is DRB1_0802 with pseudo-sequence DRB1_0802. The binding affinity (normalized) is 0.291. (2) The peptide sequence is RSIQDNQVAYLIIGIK. The MHC is HLA-DQA10501-DQB10302 with pseudo-sequence HLA-DQA10501-DQB10302. The binding affinity (normalized) is 0.345. (3) The peptide sequence is FNFSQDDLLTEDVMI. The MHC is DRB1_0405 with pseudo-sequence DRB1_0405. The binding affinity (normalized) is 0.311. (4) The peptide sequence is LPWTSGATTETPTWN. The MHC is DRB3_0101 with pseudo-sequence DRB3_0101. The binding affinity (normalized) is 0. (5) The peptide sequence is GEIYKRWIILGLNKI. The MHC is DRB1_1501 with pseudo-sequence DRB1_1501. The binding affinity (normalized) is 0.545.